This data is from Peptide-MHC class I binding affinity with 185,985 pairs from IEDB/IMGT. The task is: Regression. Given a peptide amino acid sequence and an MHC pseudo amino acid sequence, predict their binding affinity value. This is MHC class I binding data. (1) The peptide sequence is VTFKNPHA. The MHC is H-2-Kb with pseudo-sequence H-2-Kb. The binding affinity (normalized) is 0.310. (2) The peptide sequence is GLSPFLLAQF. The MHC is Patr-A0701 with pseudo-sequence Patr-A0701. The binding affinity (normalized) is 0.506. (3) The peptide sequence is FEDQLLPFMSD. The MHC is H-2-Db with pseudo-sequence H-2-Db. The binding affinity (normalized) is 0.425. (4) The peptide sequence is LLTACTIFYI. The MHC is H-2-Kb with pseudo-sequence H-2-Kb. The binding affinity (normalized) is 0.0266. (5) The peptide sequence is LPAIVREAI. The MHC is HLA-B51:01 with pseudo-sequence HLA-B51:01. The binding affinity (normalized) is 0.480.